Predict the reaction yield, written as a fraction of the theoretical maximum amount of product (1.0 means a 100% yield; for example, 0.34 means a 34% yield). From a dataset of Reaction yield outcomes from USPTO patents with 853,638 reactions. (1) The reactants are [NH2:1][C:2]1[CH:7]=[CH:6][C:5]([Cl:8])=[CH:4][N:3]=1.C(OCC)C.C([Mg]Br)C=C.[C:19]([O:23][C:24]([N:26]1[CH2:31][CH2:30][CH:29]([O:32][C:33]2[CH:38]=[C:37]([N:39]3[CH2:43][CH2:42][CH2:41][CH2:40]3)[CH:36]=[CH:35][C:34]=2[C:44]2[O:45][C:46](=[O:54])[C:47]3[CH:53]=[CH:52][N:51]=[CH:50][C:48]=3[N:49]=2)[CH2:28][CH2:27]1)=[O:25])([CH3:22])([CH3:21])[CH3:20]. The catalyst is C1COCC1. The product is [C:19]([O:23][C:24]([N:26]1[CH2:31][CH2:30][CH:29]([O:32][C:33]2[CH:38]=[C:37]([N:39]3[CH2:40][CH2:41][CH2:42][CH2:43]3)[CH:36]=[CH:35][C:34]=2[C:44]([NH:49][C:48]2[CH:50]=[N:51][CH:52]=[CH:53][C:47]=2[C:46]([NH:1][C:2]2[CH:7]=[CH:6][C:5]([Cl:8])=[CH:4][N:3]=2)=[O:54])=[O:45])[CH2:28][CH2:27]1)=[O:25])([CH3:22])([CH3:20])[CH3:21]. The yield is 0.990. (2) The reactants are [Cl:1][C:2]1[CH:7]=[C:6]([Cl:8])[CH:5]=[CH:4][C:3]=1[OH:9].[Br:10][CH2:11][CH2:12]Br.[OH-].[Na+]. The catalyst is O. The product is [Br:10][CH2:11][CH2:12][O:9][C:3]1[CH:4]=[CH:5][C:6]([Cl:8])=[CH:7][C:2]=1[Cl:1]. The yield is 0.620. (3) The reactants are [C:1]([C:4]1[O:5][C:6]2[CH:16]=[C:15]([NH:17][S:18]([CH3:21])(=[O:20])=[O:19])[C:14]([Br:22])=[CH:13][C:7]=2[C:8]=1[C:9]([NH:11][CH3:12])=[O:10])(=[O:3])[CH3:2].[C:23]([O-])([O-])=O.[K+].[K+].CI. The catalyst is CN(C=O)C. The product is [C:1]([C:4]1[O:5][C:6]2[CH:16]=[C:15]([N:17]([CH3:23])[S:18]([CH3:21])(=[O:19])=[O:20])[C:14]([Br:22])=[CH:13][C:7]=2[C:8]=1[C:9]([NH:11][CH3:12])=[O:10])(=[O:3])[CH3:2]. The yield is 0.450. (4) The reactants are C(OC([NH:8][C@H:9]([C:14]([N:16]1[CH2:24][C@H:23]([O:25][C:26]2[C:35]3[C:30](=[CH:31][CH:32]=[C:33]([CH:36]=[CH2:37])[CH:34]=3)[N:29]=[C:28]([C:38]3[CH:43]=[CH:42][CH:41]=[CH:40][CH:39]=3)[CH:27]=2)[CH2:22][C@H:17]1[C:18]([O:20][CH3:21])=[O:19])=[O:15])[CH2:10][CH2:11][CH2:12][CH3:13])=O)(C)(C)C.Cl.CCN(C(C)C)C(C)C.[CH2:54]([S:59](Cl)(=[O:61])=[O:60])[CH2:55][CH2:56][CH:57]=[CH2:58]. The catalyst is CCOC(C)=O.CN(C=O)C. The product is [CH2:54]([S:59]([NH:8][C@H:9]([C:14]([N:16]1[CH2:24][C@H:23]([O:25][C:26]2[C:35]3[C:30](=[CH:31][CH:32]=[C:33]([CH:36]=[CH2:37])[CH:34]=3)[N:29]=[C:28]([C:38]3[CH:43]=[CH:42][CH:41]=[CH:40][CH:39]=3)[CH:27]=2)[CH2:22][C@H:17]1[C:18]([O:20][CH3:21])=[O:19])=[O:15])[CH2:10][CH2:11][CH2:12][CH3:13])(=[O:61])=[O:60])[CH2:55][CH2:56][CH:57]=[CH2:58]. The yield is 0.780. (5) The reactants are [CH3:1][O:2][C:3]1[CH:56]=[CH:55][C:6]([CH2:7][N:8]2[C:12]3=[N:13][CH:14]=[CH:15][C:16]([O:17][C:18]4[CH:23]=[CH:22][C:21]([NH:24][C:25]([C:27]5[C:32](=[O:33])[N:31]([C:34]6[CH:39]=[CH:38][C:37]([F:40])=[CH:36][CH:35]=6)[N:30]=[CH:29][CH:28]=5)=[O:26])=[CH:20][C:19]=4[F:41])=[C:11]3[C:10]([NH:42][CH:43]3[CH2:47][CH2:46][N:45](C(OC(C)(C)C)=O)[CH2:44]3)=[N:9]2)=[CH:5][CH:4]=1.FC(F)(F)C(O)=O. The catalyst is C(Cl)Cl. The product is [F:41][C:19]1[CH:20]=[C:21]([NH:24][C:25]([C:27]2[C:32](=[O:33])[N:31]([C:34]3[CH:35]=[CH:36][C:37]([F:40])=[CH:38][CH:39]=3)[N:30]=[CH:29][CH:28]=2)=[O:26])[CH:22]=[CH:23][C:18]=1[O:17][C:16]1[CH:15]=[CH:14][N:13]=[C:12]2[N:8]([CH2:7][C:6]3[CH:55]=[CH:56][C:3]([O:2][CH3:1])=[CH:4][CH:5]=3)[N:9]=[C:10]([NH:42][CH:43]3[CH2:47][CH2:46][NH:45][CH2:44]3)[C:11]=12. The yield is 0.766. (6) The reactants are [F:1][C:2]1[CH:8]=[CH:7][C:5]([NH2:6])=[CH:4][C:3]=1[O:9][CH3:10].[F:11][C:12]([F:22])([F:21])[C:13]1[CH:14]=[C:15]([CH:18]=[CH:19][CH:20]=1)[CH:16]=O.O=[C:24]([CH2:28][CH3:29])[C:25]([OH:27])=[O:26]. The catalyst is C(O)C. The product is [F:1][C:2]1[CH:8]=[C:7]2[C:5](=[CH:4][C:3]=1[O:9][CH3:10])[N:6]=[C:16]([C:15]1[CH:18]=[CH:19][CH:20]=[C:13]([C:12]([F:22])([F:21])[F:11])[CH:14]=1)[C:28]([CH3:29])=[C:24]2[C:25]([OH:27])=[O:26]. The yield is 0.530.